Dataset: NCI-60 drug combinations with 297,098 pairs across 59 cell lines. Task: Regression. Given two drug SMILES strings and cell line genomic features, predict the synergy score measuring deviation from expected non-interaction effect. (1) Drug 1: C1CC(C1)(C(=O)O)C(=O)O.[NH2-].[NH2-].[Pt+2]. Drug 2: CCN(CC)CCCC(C)NC1=C2C=C(C=CC2=NC3=C1C=CC(=C3)Cl)OC. Cell line: SN12C. Synergy scores: CSS=13.8, Synergy_ZIP=-8.21, Synergy_Bliss=-1.04, Synergy_Loewe=-0.155, Synergy_HSA=1.05. (2) Drug 1: CCC1(CC2CC(C3=C(CCN(C2)C1)C4=CC=CC=C4N3)(C5=C(C=C6C(=C5)C78CCN9C7C(C=CC9)(C(C(C8N6C)(C(=O)OC)O)OC(=O)C)CC)OC)C(=O)OC)O.OS(=O)(=O)O. Drug 2: CN(CCCl)CCCl.Cl. Cell line: SK-MEL-5. Synergy scores: CSS=21.5, Synergy_ZIP=-1.23, Synergy_Bliss=3.27, Synergy_Loewe=2.59, Synergy_HSA=3.45.